Dataset: Catalyst prediction with 721,799 reactions and 888 catalyst types from USPTO. Task: Predict which catalyst facilitates the given reaction. Reactant: [CH2:1]([C:5]1[CH:13]=[N:12][CH:11]=[C:10]([F:14])[C:6]=1[C:7]([OH:9])=O)[CH2:2][CH2:3][CH3:4].C(N(C(C)C)CC)(C)C.F[P-](F)(F)(F)(F)F.N1(OC(N(C)C)=[N+](C)C)C2N=CC=CC=2N=N1.Cl.[N:49]1[CH:54]=[CH:53][C:52]([C:55](=[NH:57])[NH2:56])=[CH:51][CH:50]=1. Product: [CH2:1]([C:5]1[CH:13]=[N:12][CH:11]=[C:10]([F:14])[C:6]=1[C:7]([NH:57][C:55](=[NH:56])[C:52]1[CH:53]=[CH:54][N:49]=[CH:50][CH:51]=1)=[O:9])[CH2:2][CH2:3][CH3:4]. The catalyst class is: 18.